From a dataset of Full USPTO retrosynthesis dataset with 1.9M reactions from patents (1976-2016). Predict the reactants needed to synthesize the given product. (1) Given the product [Cl:8][C:7]1[C:2]([N:26]([CH2:25][C:21]2[CH:20]=[C:19]3[C:24](=[CH:23][CH:22]=2)[N:16]([CH:13]2[CH2:15][CH2:14]2)[N:17]=[CH:18]3)[S:27]([C:30]2[CH:39]=[CH:38][C:33]([C:34]([O:36][CH3:37])=[O:35])=[CH:32][C:31]=2[CH3:40])(=[O:29])=[O:28])=[N:3][CH:4]=[C:5]([C:9]([F:12])([F:11])[F:10])[CH:6]=1, predict the reactants needed to synthesize it. The reactants are: Cl[C:2]1[C:7]([Cl:8])=[CH:6][C:5]([C:9]([F:12])([F:11])[F:10])=[CH:4][N:3]=1.[CH:13]1([N:16]2[C:24]3[C:19](=[CH:20][C:21]([CH2:25][NH:26][S:27]([C:30]4[CH:39]=[CH:38][C:33]([C:34]([O:36][CH3:37])=[O:35])=[CH:32][C:31]=4[CH3:40])(=[O:29])=[O:28])=[CH:22][CH:23]=3)[CH:18]=[N:17]2)[CH2:15][CH2:14]1. (2) Given the product [CH3:19][N:20]([CH3:29])[C@@H:21]1[CH2:25][CH2:24][N:23]([C:26]([NH:28][C:2]2[CH:7]=[C:6]([O:8][C:9]3[CH:10]=[N:11][C:12]([N+:15]([O-:17])=[O:16])=[CH:13][CH:14]=3)[CH:5]=[CH:4][N:3]=2)=[O:27])[CH2:22]1, predict the reactants needed to synthesize it. The reactants are: Cl[C:2]1[CH:7]=[C:6]([O:8][C:9]2[CH:10]=[N:11][C:12]([N+:15]([O-:17])=[O:16])=[CH:13][CH:14]=2)[CH:5]=[CH:4][N:3]=1.Cl.[CH3:19][N:20]([CH3:29])[C@@H:21]1[CH2:25][CH2:24][N:23]([C:26]([NH2:28])=[O:27])[CH2:22]1.C([O-])([O-])=O.[Cs+].[Cs+].CC1(C)C2C(=C(P(C3C=CC=CC=3)C3C=CC=CC=3)C=CC=2)OC2C(P(C3C=CC=CC=3)C3C=CC=CC=3)=CC=CC1=2. (3) Given the product [CH:1]1([N:6]2[CH2:12][CH:11]([F:13])[C:10](=[O:15])[N:9]([CH3:16])[C:8]3[CH:17]=[N:18][C:19]([NH:21][C:22]4[CH:37]=[CH:36][C:25]([C:26]([NH:28][CH:29]5[CH2:34][CH2:33][N:32]([CH3:35])[CH2:31][CH2:30]5)=[O:27])=[CH:24][C:23]=4[O:38][CH3:39])=[N:20][C:7]2=3)[CH2:2][CH2:3][CH2:4][CH2:5]1, predict the reactants needed to synthesize it. The reactants are: [CH:1]1([N:6]2[CH2:12][C:11](F)([F:13])[C:10](=[O:15])[N:9]([CH3:16])[C:8]3[CH:17]=[N:18][C:19]([NH:21][C:22]4[CH:37]=[CH:36][C:25]([C:26]([NH:28][CH:29]5[CH2:34][CH2:33][N:32]([CH3:35])[CH2:31][CH2:30]5)=[O:27])=[CH:24][C:23]=4[O:38][CH3:39])=[N:20][C:7]2=3)[CH2:5][CH2:4][CH2:3][CH2:2]1.FC(C([O-])=O)CN. (4) Given the product [O:32]=[C:26]1[CH:25]([N:18]2[C:17](=[O:33])[C:16]3[C:20](=[CH:21][CH:22]=[CH:23][C:15]=3[CH2:14][NH:13][C:41]([C:37]3[CH:38]=[C:39]([CH3:40])[N:35]([CH3:34])[N:36]=3)=[O:42])[C:19]2=[O:24])[CH2:30][CH2:29][C:28](=[O:31])[NH:27]1, predict the reactants needed to synthesize it. The reactants are: N12CCCN=C1CCCCC2.Cl.[NH2:13][CH2:14][C:15]1[CH:23]=[CH:22][CH:21]=[C:20]2[C:16]=1[C:17](=[O:33])[N:18]([CH:25]1[CH2:30][CH2:29][C:28](=[O:31])[NH:27][C:26]1=[O:32])[C:19]2=[O:24].[CH3:34][N:35]1[C:39]([CH3:40])=[CH:38][C:37]([C:41](Cl)=[O:42])=[N:36]1. (5) Given the product [CH3:10][O:9][C:5]1[CH:4]=[C:3]([CH:8]=[CH:7][CH:6]=1)[CH2:2][B:11]1[O:15][C:14]([CH3:17])([CH3:16])[C:13]([CH3:19])([CH3:18])[O:12]1, predict the reactants needed to synthesize it. The reactants are: Br[CH2:2][C:3]1[CH:8]=[CH:7][CH:6]=[C:5]([O:9][CH3:10])[CH:4]=1.[B:11]1([B:11]2[O:15][C:14]([CH3:17])([CH3:16])[C:13]([CH3:19])([CH3:18])[O:12]2)[O:15][C:14]([CH3:17])([CH3:16])[C:13]([CH3:19])([CH3:18])[O:12]1.[O-]P([O-])([O-])=O.[K+].[K+].[K+]. (6) Given the product [CH3:22][O:24][C:18]([C:12]1[C:11]2[CH2:10][CH2:9][N:8]([CH2:1][C:2]3[CH:7]=[CH:6][CH:5]=[CH:4][CH:3]=3)[CH2:17][C:16]=2[CH:15]=[N:14][CH:13]=1)=[O:20], predict the reactants needed to synthesize it. The reactants are: [CH2:1]([N:8]1[CH2:17][C:16]2[CH:15]=[N:14][CH:13]=[C:12]([C:18]#N)[C:11]=2[CH2:10][CH2:9]1)[C:2]1[CH:7]=[CH:6][CH:5]=[CH:4][CH:3]=1.[OH-:20].[Na+].[CH2:22]([OH:24])C. (7) Given the product [F:20][C:19]1[CH:18]=[CH:17][C:4]([CH2:5][C:6]2[C:15]3[C:10](=[CH:11][CH:12]=[CH:13][CH:14]=3)[C:9](=[O:16])[NH:8][N:7]=2)=[CH:3][C:2]=1[NH:1][C:30]([CH2:31][CH:27]([CH2:21][CH:22]=[CH:23][CH2:24][CH2:25][CH3:26])[C:28]([OH:33])=[O:29])=[O:32], predict the reactants needed to synthesize it. The reactants are: [NH2:1][C:2]1[CH:3]=[C:4]([CH:17]=[CH:18][C:19]=1[F:20])[CH2:5][C:6]1[C:15]2[C:10](=[CH:11][CH:12]=[CH:13][CH:14]=2)[C:9](=[O:16])[NH:8][N:7]=1.[CH2:21]([CH:27]1[CH2:31][C:30](=[O:32])[O:29][C:28]1=[O:33])[CH:22]=[CH:23][CH2:24][CH2:25][CH3:26].